Dataset: Full USPTO retrosynthesis dataset with 1.9M reactions from patents (1976-2016). Task: Predict the reactants needed to synthesize the given product. (1) Given the product [NH2:14][C:13]1[C:8]([C:6]([OH:7])=[O:5])=[N:9][CH:10]=[C:11]([NH2:15])[N:12]=1, predict the reactants needed to synthesize it. The reactants are: O.[OH-].[Li+].C[O:5][C:6]([C:8]1[C:13]([NH2:14])=[N:12][C:11]([NH2:15])=[CH:10][N:9]=1)=[O:7].O1CCCC1.[OH-].[Na+]. (2) Given the product [F:12][C:10]1[CH:9]=[C:8]([CH2:34][CH2:33][C:21]2[CH:22]=[CH:23][CH:27]=[CH:19][CH:20]=2)[C:7]([O:13][CH3:14])=[C:6]2[C:11]=1[N:3]([CH3:1])[CH:4]=[C:5]2[CH2:15][CH2:16][OH:17], predict the reactants needed to synthesize it. The reactants are: [CH2:1]([N:3]1[C:11]2[C:6](=[C:7]([O:13][CH3:14])[CH:8]=[CH:9][C:10]=2[F:12])[C:5]([CH2:15][CH2:16][OH:17])=[CH:4]1)C.F[C:19]1[CH:20]=[C:21]([CH2:33][CH2:34]C2C=CC=CC=2)[C:22](OC)=[C:23]2[C:27]=1NC=C2CCO. (3) Given the product [F:1][C:2]1[CH:3]=[C:4]([CH:26]=[CH:27][CH:28]=1)[CH2:5][O:6][C:7]1[CH:12]=[CH:11][C:10]([NH:13][C:14]2[C:23]3[C:18](=[CH:19][CH:20]=[C:21]([C:43]4[O:42][C:41]([CH:29]=[O:32])=[CH:40][CH:35]=4)[CH:22]=3)[N:17]=[CH:16][N:15]=2)=[CH:9][C:8]=1[Br:25], predict the reactants needed to synthesize it. The reactants are: [F:1][C:2]1[CH:3]=[C:4]([CH:26]=[CH:27][CH:28]=1)[CH2:5][O:6][C:7]1[CH:12]=[CH:11][C:10]([NH:13][C:14]2[C:23]3[C:18](=[CH:19][CH:20]=[C:21](I)[CH:22]=3)[N:17]=[CH:16][N:15]=2)=[CH:9][C:8]=1[Br:25].[C:29]([O-:32])([O-])=O.[K+].[K+].[CH2:35](Cl)Cl.CO[CH2:40][CH2:41][O:42][CH3:43]. (4) Given the product [F:1][C:2]1[CH:3]=[C:4]([CH:5]=[CH:6][C:7]=1[F:8])[O:9][C:11]1[N:12]=[C:13]([OH:21])[C:14]2[CH:20]=[CH:19][N:18]=[CH:17][C:15]=2[N:16]=1, predict the reactants needed to synthesize it. The reactants are: [F:1][C:2]1[CH:3]=[C:4]([OH:9])[CH:5]=[CH:6][C:7]=1[F:8].Cl[C:11]1[N:12]=[C:13]([OH:21])[C:14]2[CH:20]=[CH:19][N:18]=[CH:17][C:15]=2[N:16]=1. (5) Given the product [Cl:1][C:2]1[CH:7]=[CH:6][CH:5]=[C:4]([F:8])[C:3]=1[CH2:9][CH3:10], predict the reactants needed to synthesize it. The reactants are: [Cl:1][C:2]1[CH:7]=[CH:6][CH:5]=[C:4]([F:8])[C:3]=1[CH:9]=[CH2:10].C([O-])(=O)C.[Na+]. (6) Given the product [CH2:12]([O:19][C:20]1[C:25]([O:26][CH3:27])=[CH:24][C:23]([CH3:28])=[C:22]([CH:21]=1)[CH:32]=[O:34])[C:13]1[CH:18]=[CH:17][CH:16]=[CH:15][CH:14]=1, predict the reactants needed to synthesize it. The reactants are: CCCCCC.C([Li])CCC.[CH2:12]([O:19][C:20]1[C:25]([O:26][CH3:27])=[CH:24][C:23]([CH3:28])=[C:22](Br)[CH:21]=1)[C:13]1[CH:18]=[CH:17][CH:16]=[CH:15][CH:14]=1.[Cl-].[NH4+].[C:32](OCC)(=[O:34])C. (7) Given the product [Br:1][C:2]1[CH:10]=[CH:9][C:5]([C:6]([N:25]2[CH2:26][CH2:27][N:22]([C:15]3[C:14]([CH3:13])=[CH:19][C:18]([CH3:20])=[C:17]([CH3:21])[N:16]=3)[CH2:23][CH2:24]2)=[O:8])=[C:4]([CH:3]=1)[C:11]#[N:12], predict the reactants needed to synthesize it. The reactants are: [Br:1][C:2]1[CH:10]=[CH:9][C:5]([C:6]([OH:8])=O)=[C:4]([C:11]#[N:12])[CH:3]=1.[CH3:13][C:14]1[C:15]([N:22]2[CH2:27][CH2:26][NH:25][CH2:24][CH2:23]2)=[N:16][C:17]([CH3:21])=[C:18]([CH3:20])[CH:19]=1. (8) Given the product [NH:15]1[CH2:16][CH2:17][CH:18]([N:21]2[CH2:25][CH2:24][NH:23][C:22]2=[O:26])[CH2:19][CH2:20]1.[F:1][C:2]([F:7])([F:6])[C:3]([OH:5])=[O:4], predict the reactants needed to synthesize it. The reactants are: [F:1][C:2]([F:7])([F:6])[C:3]([OH:5])=[O:4].C(OC([N:15]1[CH2:20][CH2:19][CH:18]([N:21]2[CH2:25][CH2:24][NH:23][C:22]2=[O:26])[CH2:17][CH2:16]1)=O)(C)(C)C.